From a dataset of Catalyst prediction with 721,799 reactions and 888 catalyst types from USPTO. Predict which catalyst facilitates the given reaction. (1) Product: [CH3:18][C:12]([CH3:19])([C:11](=[O:20])[C:10]1[C:4]2[C:5](=[N:6][CH:7]=[C:2]([C:25]3[CH:26]=[C:27]([O:31][CH3:32])[C:28]([O:29][CH3:30])=[C:23]([O:22][CH3:21])[CH:24]=3)[N:3]=2)[NH:8][CH:9]=1)[CH2:13][CH2:14][CH2:15][C:16]#[N:17]. Reactant: Br[C:2]1[N:3]=[C:4]2[C:10]([C:11](=[O:20])[C:12]([CH3:19])([CH3:18])[CH2:13][CH2:14][CH2:15][C:16]#[N:17])=[CH:9][NH:8][C:5]2=[N:6][CH:7]=1.[CH3:21][O:22][C:23]1[CH:24]=[C:25](B(O)O)[CH:26]=[C:27]([O:31][CH3:32])[C:28]=1[O:29][CH3:30].C(=O)([O-])[O-].[K+].[K+].C(Cl)Cl. The catalyst class is: 117. (2) Reactant: C(N(CC)CC)C.[CH3:8][C@@H:9]1[CH2:14][NH:13][CH2:12][CH2:11][N:10]1[C:15]1[N:16]=[N:17][C:18]([C:25]2[CH:30]=[CH:29][C:28]([C:31]([F:34])([F:33])[F:32])=[CH:27][CH:26]=2)=[C:19]2[CH:24]=[CH:23][N:22]=[CH:21][C:20]=12.[C:35](Cl)(=[O:42])[C:36]1[CH:41]=[CH:40][CH:39]=[CH:38][CH:37]=1.C(=O)(O)[O-].[Na+]. Product: [CH3:8][C@H:9]1[N:10]([C:15]2[N:16]=[N:17][C:18]([C:25]3[CH:26]=[CH:27][C:28]([C:31]([F:34])([F:32])[F:33])=[CH:29][CH:30]=3)=[C:19]3[CH:24]=[CH:23][N:22]=[CH:21][C:20]=23)[CH2:11][CH2:12][N:13]([C:35]([C:36]2[CH:41]=[CH:40][CH:39]=[CH:38][CH:37]=2)=[O:42])[CH2:14]1. The catalyst class is: 2. (3) Reactant: [CH:1]1([C:5]2[N:9]3[CH:10]=[CH:11][N:12]=[C:13]([NH2:14])[C:8]3=[C:7](I)[N:6]=2)[CH2:4][CH2:3][CH2:2]1.C(=O)([O-])[O-].[K+].[K+].[C:22]([O:26][C:27]([N:29]1[CH2:34][CH:33]=[C:32](B2OC(C)(C)C(C)(C)O2)[CH2:31][CH2:30]1)=[O:28])([CH3:25])([CH3:24])[CH3:23]. Product: [C:22]([O:26][C:27]([N:29]1[CH2:30][CH:31]=[C:32]([C:7]2[N:6]=[C:5]([CH:1]3[CH2:4][CH2:3][CH2:2]3)[N:9]3[CH:10]=[CH:11][N:12]=[C:13]([NH2:14])[C:8]=23)[CH2:33][CH2:34]1)=[O:28])([CH3:25])([CH3:23])[CH3:24]. The catalyst class is: 108. (4) Reactant: [O:1]1[CH2:6][CH2:5][N:4]([C:7]2[CH:12]=[CH:11][C:10]([C:13]3[C:21]4[C:16](=[CH:17][CH:18]=[C:19]([C:22]([OH:24])=O)[CH:20]=4)[NH:15][N:14]=3)=[CH:9][CH:8]=2)[CH2:3][CH2:2]1.[S:25]1[CH:29]=[CH:28][CH:27]=[C:26]1[C@H:30]([NH2:32])[CH3:31].Cl.CN(C(ON1N=NC2C=CC=CC1=2)=[N+](C)C)C.[B-](F)(F)(F)F.CCN(C(C)C)C(C)C. Product: [O:1]1[CH2:2][CH2:3][N:4]([C:7]2[CH:8]=[CH:9][C:10]([C:13]3[C:21]4[C:16](=[CH:17][CH:18]=[C:19]([C:22]([NH:32][C@@H:30]([C:26]5[S:25][CH:29]=[CH:28][CH:27]=5)[CH3:31])=[O:24])[CH:20]=4)[NH:15][N:14]=3)=[CH:11][CH:12]=2)[CH2:5][CH2:6]1. The catalyst class is: 3. (5) Reactant: [CH3:1][N:2]1[C:8](=[O:9])[CH:7]([NH:10][C:11](=[O:17])[C@@H:12]([NH2:16])[CH:13]([CH3:15])[CH3:14])[C:6]2[CH:18]=[CH:19][CH:20]=[CH:21][C:5]=2[C:4](=[O:22])[N:3]1[CH:23]([CH3:25])[CH3:24].[F:26][C:27]1[CH:28]=[C:29]([CH2:34][C:35](O)=[O:36])[CH:30]=[C:31]([F:33])[CH:32]=1.CN(C)CCCN=C=NCC. Product: [F:26][C:27]1[CH:28]=[C:29]([CH2:34][C:35]([NH:16][C@@H:12]([CH:13]([CH3:15])[CH3:14])[C:11]([NH:10][CH:7]2[C:6]3[CH:18]=[CH:19][CH:20]=[CH:21][C:5]=3[C:4](=[O:22])[N:3]([CH:23]([CH3:25])[CH3:24])[N:2]([CH3:1])[C:8]2=[O:9])=[O:17])=[O:36])[CH:30]=[C:31]([F:33])[CH:32]=1. The catalyst class is: 4. (6) The catalyst class is: 319. Reactant: [CH3:1][O:2][C:3](=[O:14])[C:4]1[CH:9]=[C:8]([N+:10]([O-])=O)[CH:7]=[CH:6][C:5]=1[CH3:13].[NH2:10][C:8]1[CH:7]=[CH:6][C:5]([CH3:13])=[C:4]([CH:9]=1)[C:3]([O:2][CH3:1])=[O:14]. Product: [NH2:10][C:8]1[CH:7]=[CH:6][C:5]([CH3:13])=[C:4]([CH:9]=1)[C:3]([O:2][CH3:1])=[O:14].